From a dataset of Forward reaction prediction with 1.9M reactions from USPTO patents (1976-2016). Predict the product of the given reaction. Given the reactants [C:1]([C@@:3]1([OH:19])[C@H:7]([OH:8])[C@@H:6]([CH2:9][OH:10])[O:5][C@H:4]1[N:11]1[CH:16]=[CH:15][C:14](=[O:17])[NH:13][C:12]1=[O:18])#[CH:2].CN(C1C2C(N(C)C)=CC=CC=2C=CC=1)C.[P:36](Cl)(Cl)(=[O:44])[O:37][C:38]1[CH:43]=[CH:42][CH:41]=[CH:40][CH:39]=1.[NH2:47][C@@H:48]([CH2:55][CH3:56])[C:49]([O:51][CH:52]([CH3:54])[CH3:53])=[O:50].C(N(CC)CC)C, predict the reaction product. The product is: [O:18]=[C:12]1[NH:13][C:14](=[O:17])[CH:15]=[CH:16][N:11]1[C@@H:4]1[O:5][C@H:6]([CH2:9][O:10][P:36]([NH:47][C@@H:48]([CH2:55][CH3:56])[C:49]([O:51][CH:52]([CH3:54])[CH3:53])=[O:50])([O:37][C:38]2[CH:43]=[CH:42][CH:41]=[CH:40][CH:39]=2)=[O:44])[C@@H:7]([OH:8])[C@@:3]1([C:1]#[CH:2])[OH:19].